This data is from Forward reaction prediction with 1.9M reactions from USPTO patents (1976-2016). The task is: Predict the product of the given reaction. (1) Given the reactants Br[C:2]1[N:6]2[CH:7]=[C:8]([CH:21]3[CH2:23][CH2:22]3)[C:9]([CH2:11][O:12][C:13]3[CH:18]=[C:17]([Cl:19])[CH:16]=[C:15]([Cl:20])[CH:14]=3)=[CH:10][C:5]2=[N:4][N:3]=1.C1(S(N)(=O)=O)CC1.[CH3:31][C:32]1([S:35]([NH2:38])(=[O:37])=[O:36])[CH2:34][CH2:33]1, predict the reaction product. The product is: [CH:21]1([C:8]2[C:9]([CH2:11][O:12][C:13]3[CH:18]=[C:17]([Cl:19])[CH:16]=[C:15]([Cl:20])[CH:14]=3)=[CH:10][C:5]3[N:6]([C:2]([NH:38][S:35]([C:32]4([CH3:31])[CH2:34][CH2:33]4)(=[O:37])=[O:36])=[N:3][N:4]=3)[CH:7]=2)[CH2:23][CH2:22]1. (2) The product is: [Br:24][C:25]1[CH:30]=[C:29]2[C:28](=[CH:27][C:26]=1[F:32])[O:31][C:20]1=[N:21][CH:22]=[C:17]([Cl:16])[CH:18]=[C:19]1[C:33]2=[O:34]. Given the reactants C([Li])CCC.CC1(C)CCCC(C)(C)N1.[Cl:16][C:17]1[CH:18]=[CH:19][C:20](F)=[N:21][CH:22]=1.[Br:24][C:25]1[CH:30]=[CH:29][C:28]([OH:31])=[CH:27][C:26]=1[F:32].[C:33](=O)([O-])[O-:34].[K+].[K+].CS(O)(=O)=O.O=P12OP3(OP(OP(O3)(O1)=O)(=O)O2)=O, predict the reaction product. (3) Given the reactants C([O:3][C:4](=[O:27])[C:5]([NH:23][C:24](=[O:26])[CH3:25])([CH2:11][C:12]1[C:20]2[C:15](=[C:16]([F:22])[CH:17]=[C:18]([F:21])[CH:19]=2)[NH:14][CH:13]=1)[C:6]([O:8]CC)=[O:7])C.[OH-].[Na+].Cl, predict the reaction product. The product is: [C:24]([NH:23][C:5]([CH2:11][C:12]1[C:20]2[C:15](=[C:16]([F:22])[CH:17]=[C:18]([F:21])[CH:19]=2)[NH:14][CH:13]=1)([C:6]([OH:8])=[O:7])[C:4]([OH:27])=[O:3])(=[O:26])[CH3:25]. (4) Given the reactants [OH:1][C:2]1[CH2:7][C:6]([CH3:9])([CH3:8])[CH2:5][C:4](=O)[CH:3]=1.O=P(Cl)(Cl)[Cl:13], predict the reaction product. The product is: [Cl:13][C:4]1[CH2:5][C:6]([CH3:9])([CH3:8])[CH2:7][C:2](=[O:1])[CH:3]=1. (5) Given the reactants [CH2:1]([O:3][C:4](=[O:23])[CH2:5][CH2:6][C:7]1[CH:12]=[CH:11][C:10]([O:13][C:14]2[CH:19]=[C:18]([CH3:20])[CH:17]=[C:16]([OH:21])[CH:15]=2)=[CH:9][C:8]=1[CH3:22])[CH3:2].[Br:24][C:25]1[CH:26]=[C:27]([C:32]([F:35])([F:34])[F:33])[CH:28]=[CH:29][C:30]=1F.C(=O)([O-])[O-].[K+].[K+].Cl, predict the reaction product. The product is: [CH2:1]([O:3][C:4](=[O:23])[CH2:5][CH2:6][C:7]1[CH:12]=[CH:11][C:10]([O:13][C:14]2[CH:19]=[C:18]([CH3:20])[CH:17]=[C:16]([O:21][C:30]3[CH:29]=[CH:28][C:27]([C:32]([F:35])([F:34])[F:33])=[CH:26][C:25]=3[Br:24])[CH:15]=2)=[CH:9][C:8]=1[CH3:22])[CH3:2]. (6) The product is: [CH2:1]([CH:8]1[CH2:13][CH2:12][CH:11]([NH2:21])[CH2:10][CH2:9]1)[C:2]1[CH:7]=[CH:6][CH:5]=[CH:4][CH:3]=1. Given the reactants [CH2:1]([CH:8]1[CH2:13][CH2:12][C:11](=O)[CH2:10][CH2:9]1)[C:2]1[CH:7]=[CH:6][CH:5]=[CH:4][CH:3]=1.C([O-])(=O)C.[NH4+].C([BH3-])#[N:21].[Na+], predict the reaction product. (7) Given the reactants [CH2:1]([O:3][C:4](=[O:16])[C:5]([CH3:15])([CH3:14])[CH2:6][NH:7][C:8](=[O:13])[C:9]([F:12])([F:11])[F:10])[CH3:2].I[CH3:18].[H-].[Na+].Cl, predict the reaction product. The product is: [CH2:1]([O:3][C:4](=[O:16])[C:5]([CH3:15])([CH3:14])[CH2:6][N:7]([CH3:18])[C:8](=[O:13])[C:9]([F:12])([F:10])[F:11])[CH3:2]. (8) Given the reactants Cl.[F:2][C:3]1[CH:4]=[C:5]([C@@H:14]([C:16]2[C:21]([F:22])=[CH:20][CH:19]=[CH:18][N:17]=2)[NH2:15])[CH:6]=[CH:7][C:8]=1[O:9][C:10]([F:13])([F:12])[F:11].[C:23]([O:27][C:28](=[O:40])[CH2:29][N:30]1[C:35](=[O:36])[CH:34]=[CH:33][C:32]([C:37](O)=[O:38])=[CH:31]1)([CH3:26])([CH3:25])[CH3:24].CN(C(ON1N=NC2C=CC=NC1=2)=[N+](C)C)C.F[P-](F)(F)(F)(F)F, predict the reaction product. The product is: [F:2][C:3]1[CH:4]=[C:5]([C@H:14]([NH:15][C:37]([C:32]2[CH:33]=[CH:34][C:35](=[O:36])[N:30]([CH2:29][C:28]([O:27][C:23]([CH3:25])([CH3:24])[CH3:26])=[O:40])[CH:31]=2)=[O:38])[C:16]2[C:21]([F:22])=[CH:20][CH:19]=[CH:18][N:17]=2)[CH:6]=[CH:7][C:8]=1[O:9][C:10]([F:13])([F:12])[F:11]. (9) Given the reactants S(Cl)([Cl:3])=O.[NH2:5][C:6]1[C:15]2[N:16]=[C:17]3[CH2:22][O:21][CH2:20][C@H:19]([CH2:23]O)[N:18]3[C:14]=2[C:13]2[C:8](=[CH:9][CH:10]=[CH:11][CH:12]=2)[N:7]=1.[OH-].[Na+], predict the reaction product. The product is: [Cl:3][CH2:23][C@@H:19]1[N:18]2[C:14]3[C:13]4[C:8](=[CH:9][CH:10]=[CH:11][CH:12]=4)[N:7]=[C:6]([NH2:5])[C:15]=3[N:16]=[C:17]2[CH2:22][O:21][CH2:20]1. (10) Given the reactants [C:1]([C:4]1[C:36](=[O:37])[C@@:8]2([CH3:38])[C:9]3[C:15]([OH:16])=[CH:14][C:13]([O:17][CH3:18])=[C:12]([C:19]([NH:21][CH2:22][C:23]4[C:24]([CH3:35])=[C:25]([CH:30]=[C:31]([CH3:34])[C:32]=4[CH3:33])[C:26]([O:28]C)=[O:27])=[O:20])[C:10]=3[O:11][C:7]2=[CH:6][C:5]=1[OH:39])(=[O:3])[CH3:2].Cl, predict the reaction product. The product is: [C:1]([C:4]1[C:36](=[O:37])[C@@:8]2([CH3:38])[C:9]3[C:15]([OH:16])=[CH:14][C:13]([O:17][CH3:18])=[C:12]([C:19]([NH:21][CH2:22][C:23]4[C:24]([CH3:35])=[C:25]([CH:30]=[C:31]([CH3:34])[C:32]=4[CH3:33])[C:26]([OH:28])=[O:27])=[O:20])[C:10]=3[O:11][C:7]2=[CH:6][C:5]=1[OH:39])(=[O:3])[CH3:2].